The task is: Predict the reaction yield, written as a fraction of the theoretical maximum amount of product (1.0 means a 100% yield; for example, 0.34 means a 34% yield).. This data is from Reaction yield outcomes from USPTO patents with 853,638 reactions. (1) The yield is 0.739. The product is [Br:5][CH2:6][C@@:7]([OH:12])([CH3:11])[C:8]([NH:20][C:21]1[CH:22]=[CH:23][C:24]([C:31]#[N:32])=[C:25]([C:27]([F:28])([F:29])[F:30])[CH:26]=1)=[O:9]. The reactants are S(Cl)(Cl)=O.[Br:5][CH2:6][C@@:7]([OH:12])([CH3:11])[C:8](O)=[O:9].CCN(CC)CC.[NH2:20][C:21]1[CH:22]=[CH:23][C:24]([C:31]#[N:32])=[C:25]([C:27]([F:30])([F:29])[F:28])[CH:26]=1. The catalyst is C1COCC1.O. (2) The reactants are [F:1][C:2]1[CH:47]=[CH:46][C:5]([CH2:6][NH:7][C:8]([C:10]2[CH:15]=[C:14]([C:16]3[CH2:20][CH:19]([C:21]4[N:22]=[CH:23][N:24](C(C5C=CC=CC=5)(C5C=CC=CC=5)C5C=CC=CC=5)[CH:25]=4)[O:18][N:17]=3)[N:13]=[C:12]([CH3:45])[N:11]=2)=[O:9])=[CH:4][C:3]=1[O:48][CH3:49].Cl. The catalyst is CO. The product is [NH:24]1[CH:25]=[C:21]([CH:19]2[O:18][N:17]=[C:16]([C:14]3[N:13]=[C:12]([CH3:45])[N:11]=[C:10]([C:8]([NH:7][CH2:6][C:5]4[CH:46]=[CH:47][C:2]([F:1])=[C:3]([O:48][CH3:49])[CH:4]=4)=[O:9])[CH:15]=3)[CH2:20]2)[N:22]=[CH:23]1. The yield is 0.414. (3) The reactants are [F:1][CH:2]([CH2:7][CH2:8][CH2:9][CH2:10][C:11]1[CH:16]=[CH:15][CH:14]=[CH:13][CH:12]=1)[C:3]([O:5]C)=O.[F:17][C:18]([Si](C)(C)C)([F:20])[F:19].[F-].C([N+](CCCC)(CCCC)CCCC)CCC.C(O)(=O)C. The catalyst is C1(C)C=CC=CC=1.[F-].C([N+](CCCC)(CCCC)CCCC)CCC.C(OCC)(=O)C. The product is [F:17][C:18]([F:20])([F:19])[C:3](=[O:5])[CH:2]([F:1])[CH2:7][CH2:8][CH2:9][CH2:10][C:11]1[CH:16]=[CH:15][CH:14]=[CH:13][CH:12]=1. The yield is 0.940. (4) The reactants are [C:1]([OH:16])(=[O:15])[CH2:2][CH2:3][CH2:4][CH2:5][CH2:6][CH2:7][CH2:8][CH2:9][CH2:10][CH2:11][C:12]([OH:14])=[O:13].[C:17](Cl)(=O)[CH2:18][CH2:19][CH2:20][CH2:21][CH2:22][CH2:23][CH2:24][CH2:25][CH2:26][CH2:27][C:28](Cl)=O.[CH:33]1(O)[CH2:44][CH2:43][CH2:42][CH2:41][CH2:40][CH2:39][CH2:38][CH2:37][CH2:36][CH2:35][CH2:34]1.N1C=CC=CC=1. The catalyst is C1(C)C=CC=CC=1. The product is [CH:17]1([O:13][C:12](=[O:14])[CH2:11][CH2:10][CH2:9][CH2:8][CH2:7][CH2:6][CH2:5][CH2:4][CH2:3][CH2:2][C:1]([O:16][CH:33]2[CH2:44][CH2:43][CH2:42][CH2:41][CH2:40][CH2:39][CH2:38][CH2:37][CH2:36][CH2:35][CH2:34]2)=[O:15])[CH2:28][CH2:27][CH2:26][CH2:25][CH2:24][CH2:23][CH2:22][CH2:21][CH2:20][CH2:19][CH2:18]1. The yield is 0.820. (5) The reactants are [C:1]([C:5]1[CH:6]=[CH:7][C:8]([CH3:23])=[C:9]([NH:11][C:12]2[N:20]=[C:19](Cl)[N:18]=[C:17]3[C:13]=2[N:14]([CH3:22])[CH:15]=[N:16]3)[CH:10]=1)([CH3:4])([CH3:3])[CH3:2].[CH3:24][O:25][C:26]1[CH:31]=[CH:30][C:29]([N:32]2[CH2:37][CH2:36][NH:35][CH2:34][C:33]2([CH3:39])[CH3:38])=[CH:28][CH:27]=1.C(N(C(C)C)CC)(C)C. The catalyst is CC(O)C. The product is [C:1]([C:5]1[CH:6]=[CH:7][C:8]([CH3:23])=[C:9]([NH:11][C:12]2[N:20]=[C:19]([N:35]3[CH2:36][CH2:37][N:32]([C:29]4[CH:30]=[CH:31][C:26]([O:25][CH3:24])=[CH:27][CH:28]=4)[C:33]([CH3:39])([CH3:38])[CH2:34]3)[N:18]=[C:17]3[C:13]=2[N:14]([CH3:22])[CH:15]=[N:16]3)[CH:10]=1)([CH3:4])([CH3:3])[CH3:2]. The yield is 0.730. (6) The reactants are CC(OI1(OC(C)=O)(OC(C)=O)OC(=O)C2C=CC=CC1=2)=O.[OH:23][CH:24]([C:31]1[C:39]2[C:34](=[N:35][CH:36]=[C:37]([C:40]3[CH:45]=[C:44]([O:46][CH3:47])[C:43]([O:48][CH3:49])=[C:42]([O:50][CH3:51])[CH:41]=3)[N:38]=2)[N:33]([Si:52]([CH:59]([CH3:61])[CH3:60])([CH:56]([CH3:58])[CH3:57])[CH:53]([CH3:55])[CH3:54])[CH:32]=1)[C:25]([CH3:30])([CH3:29])[CH2:26][C:27]#[N:28]. The catalyst is ClCCl. The product is [CH3:30][C:25]([CH3:29])([C:24](=[O:23])[C:31]1[C:39]2[C:34](=[N:35][CH:36]=[C:37]([C:40]3[CH:45]=[C:44]([O:46][CH3:47])[C:43]([O:48][CH3:49])=[C:42]([O:50][CH3:51])[CH:41]=3)[N:38]=2)[N:33]([Si:52]([CH:56]([CH3:58])[CH3:57])([CH:53]([CH3:54])[CH3:55])[CH:59]([CH3:61])[CH3:60])[CH:32]=1)[CH2:26][C:27]#[N:28]. The yield is 0.610. (7) The reactants are [Li+].[OH-].[CH3:3][O:4][C:5]1[CH:19]=[CH:18][C:8]([CH2:9][N:10]2[CH:14]=[C:13]([C:15]([O-:17])=[O:16])[CH:12]=[N:11]2)=[CH:7][CH:6]=1. The catalyst is O.C1COCC1.CO. The product is [CH3:3][O:4][C:5]1[CH:6]=[CH:7][C:8]([CH2:9][N:10]2[CH:14]=[C:13]([C:15]([OH:17])=[O:16])[CH:12]=[N:11]2)=[CH:18][CH:19]=1. The yield is 0.970.